From a dataset of Forward reaction prediction with 1.9M reactions from USPTO patents (1976-2016). Predict the product of the given reaction. (1) Given the reactants [OH:1][C:2]1[C:9]([N+:10]([O-:12])=[O:11])=[CH:8][C:5]([CH:6]=[O:7])=[C:4]([CH3:13])[CH:3]=1.C1(O)C=CC=CC=1.[CH3:21][O:22][C:23](=[O:27])[CH:24](Br)[CH3:25], predict the reaction product. The product is: [CH:6]([C:5]1[C:4]([CH3:13])=[CH:3][C:2]([O:1][CH:24]([CH3:25])[C:23]([O:22][CH3:21])=[O:27])=[C:9]([N+:10]([O-:12])=[O:11])[CH:8]=1)=[O:7]. (2) Given the reactants [CH3:1][C:2]1[CH:7]=[C:6]([CH3:8])[CH:5]=[CH:4][C:3]=1[NH:9][C:10](=[O:33])[CH2:11][N:12]([CH2:19][C:20]1[CH:32]=[CH:31][C:23]([O:24][C:25]([CH3:30])([CH3:29])[C:26]([OH:28])=[O:27])=[CH:22][CH:21]=1)[CH2:13][C:14]1[O:15][CH:16]=[CH:17][CH:18]=1.[OH-].[Na+:35], predict the reaction product. The product is: [Na+:35].[CH3:1][C:2]1[CH:7]=[C:6]([CH3:8])[CH:5]=[CH:4][C:3]=1[NH:9][C:10](=[O:33])[CH2:11][N:12]([CH2:19][C:20]1[CH:21]=[CH:22][C:23]([O:24][C:25]([CH3:30])([CH3:29])[C:26]([O-:28])=[O:27])=[CH:31][CH:32]=1)[CH2:13][C:14]1[O:15][CH:16]=[CH:17][CH:18]=1. (3) Given the reactants Br[C:2]1[CH:7]=[CH:6][C:5]([OH:8])=[CH:4][CH:3]=1.[CH:9]([C:11]1[CH:12]=[C:13](B(O)O)[CH:14]=[CH:15][CH:16]=1)=[O:10].C([O-])([O-])=O.[Na+].[Na+].O, predict the reaction product. The product is: [OH:8][C:5]1[CH:6]=[CH:7][C:2]([C:15]2[CH:14]=[CH:13][CH:12]=[C:11]([CH:9]=[O:10])[CH:16]=2)=[CH:3][CH:4]=1. (4) Given the reactants [NH2:1][C:2]1[CH:7]=[CH:6][C:5]([NH:8][C:9]2[N:14]=[C:13]([NH:15][C:16]3[CH:25]=[CH:24][CH:23]=[CH:22][C:17]=3[C:18]([NH:20][CH3:21])=[O:19])[C:12]([Cl:26])=[CH:11][N:10]=2)=[C:4]([O:27][CH3:28])[CH:3]=1.Cl, predict the reaction product. The product is: [ClH:26].[NH2:1][C:2]1[CH:7]=[CH:6][C:5]([NH:8][C:9]2[N:14]=[C:13]([NH:15][C:16]3[CH:25]=[CH:24][CH:23]=[CH:22][C:17]=3[C:18]([NH:20][CH3:21])=[O:19])[C:12]([Cl:26])=[CH:11][N:10]=2)=[C:4]([O:27][CH3:28])[CH:3]=1. (5) The product is: [Br:25][C:22]1[CH:23]=[CH:24][C:19]([N:18]2[C:16](=[O:17])[C:15]3[C:14](=[CH:29][CH:28]=[CH:27][CH:26]=3)[N:13]=[C:5]2[C:4]2[CH:7]=[CH:8][C:9]([N+:10]([O-:12])=[O:11])=[C:2]([CH3:1])[CH:3]=2)=[CH:20][CH:21]=1. Given the reactants [CH3:1][C:2]1[CH:3]=[C:4]([CH:7]=[CH:8][C:9]=1[N+:10]([O-:12])=[O:11])[CH:5]=O.[NH2:13][C:14]1[CH:29]=[CH:28][CH:27]=[CH:26][C:15]=1[C:16]([NH:18][C:19]1[CH:24]=[CH:23][C:22]([Br:25])=[CH:21][CH:20]=1)=[O:17], predict the reaction product. (6) Given the reactants [CH3:1][N:2]1[CH:6]=[C:5]([NH:7][C:8]([C:10]2[CH:15]=[CH:14][CH:13]=[C:12]([C:16]3[CH:17]=[N:18][NH:19][CH:20]=3)[N:11]=2)=[O:9])[C:4]([C:21](=[O:28])[NH:22][CH2:23][CH2:24][CH2:25][CH:26]=[CH2:27])=[N:3]1.Br[CH2:30][CH:31]=[CH2:32].C([O-])([O-])=O.[Cs+].[Cs+], predict the reaction product. The product is: [CH3:1][N:2]1[CH:6]=[C:5]([NH:7][C:8]([C:10]2[CH:15]=[CH:14][CH:13]=[C:12]([C:16]3[CH:17]=[N:18][N:19]([CH2:32][CH:31]=[CH2:30])[CH:20]=3)[N:11]=2)=[O:9])[C:4]([C:21](=[O:28])[NH:22][CH2:23][CH2:24][CH2:25][CH:26]=[CH2:27])=[N:3]1.